Dataset: NCI-60 drug combinations with 297,098 pairs across 59 cell lines. Task: Regression. Given two drug SMILES strings and cell line genomic features, predict the synergy score measuring deviation from expected non-interaction effect. (1) Drug 1: C1CC(C1)(C(=O)O)C(=O)O.[NH2-].[NH2-].[Pt+2]. Drug 2: CN(C(=O)NC(C=O)C(C(C(CO)O)O)O)N=O. Cell line: UACC62. Synergy scores: CSS=40.1, Synergy_ZIP=-6.28, Synergy_Bliss=2.39, Synergy_Loewe=5.31, Synergy_HSA=5.89. (2) Drug 1: CC1=CC2C(CCC3(C2CCC3(C(=O)C)OC(=O)C)C)C4(C1=CC(=O)CC4)C. Drug 2: C1=C(C(=O)NC(=O)N1)F. Cell line: NCI-H522. Synergy scores: CSS=8.15, Synergy_ZIP=-4.30, Synergy_Bliss=-11.3, Synergy_Loewe=-24.0, Synergy_HSA=-11.9. (3) Drug 1: CC1=C(C(CCC1)(C)C)C=CC(=CC=CC(=CC(=O)O)C)C. Drug 2: CC1CCCC2(C(O2)CC(NC(=O)CC(C(C(=O)C(C1O)C)(C)C)O)C(=CC3=CSC(=N3)C)C)C. Cell line: U251. Synergy scores: CSS=54.3, Synergy_ZIP=2.68, Synergy_Bliss=0.323, Synergy_Loewe=-28.5, Synergy_HSA=1.14. (4) Drug 1: C1=CC(=C2C(=C1NCCNCCO)C(=O)C3=C(C=CC(=C3C2=O)O)O)NCCNCCO. Drug 2: CC1C(C(CC(O1)OC2CC(CC3=C2C(=C4C(=C3O)C(=O)C5=C(C4=O)C(=CC=C5)OC)O)(C(=O)C)O)N)O.Cl. Cell line: OVCAR-8. Synergy scores: CSS=45.1, Synergy_ZIP=-8.81, Synergy_Bliss=-8.82, Synergy_Loewe=-8.65, Synergy_HSA=-5.73. (5) Drug 1: C1CN1P(=S)(N2CC2)N3CC3. Drug 2: C1CC(=O)NC(=O)C1N2C(=O)C3=CC=CC=C3C2=O. Cell line: A498. Synergy scores: CSS=5.30, Synergy_ZIP=-3.34, Synergy_Bliss=-5.63, Synergy_Loewe=-11.3, Synergy_HSA=-7.46. (6) Drug 1: CC12CCC(CC1=CCC3C2CCC4(C3CC=C4C5=CN=CC=C5)C)O. Drug 2: C1=NC2=C(N=C(N=C2N1C3C(C(C(O3)CO)O)F)Cl)N. Cell line: UO-31. Synergy scores: CSS=27.3, Synergy_ZIP=-9.03, Synergy_Bliss=-7.85, Synergy_Loewe=-16.8, Synergy_HSA=-5.34.